This data is from Forward reaction prediction with 1.9M reactions from USPTO patents (1976-2016). The task is: Predict the product of the given reaction. (1) Given the reactants Cl[C:2]1[CH:7]=[C:6]([NH:8][C:9]2[CH:14]=[CH:13][C:12]([CH3:15])=[CH:11][CH:10]=2)[CH:5]=[C:4]([C:16]2[CH:21]=[C:20]([Cl:22])[CH:19]=[CH:18][C:17]=2[O:23][CH3:24])[N:3]=1.[C:25]([NH2:28])(=[O:27])[CH3:26], predict the reaction product. The product is: [Cl:22][C:20]1[CH:19]=[CH:18][C:17]([O:23][CH3:24])=[C:16]([C:4]2[N:3]=[C:2]([NH:28][C:25](=[O:27])[CH3:26])[CH:7]=[C:6]([NH:8][C:9]3[CH:14]=[CH:13][C:12]([CH3:15])=[CH:11][CH:10]=3)[CH:5]=2)[CH:21]=1. (2) Given the reactants [F:1][C:2]1[N:7]2[C:8]([CH:11]([CH2:14][C:15]3[CH:20]=[CH:19][CH:18]=[CH:17][CH:16]=3)[CH2:12]O)=[N:9][N:10]=[C:6]2[CH:5]=[C:4]([C:21]2[CH:26]=[CH:25][N:24]=[C:23]([NH:27][C:28]3[N:29]([CH3:33])[N:30]=[CH:31][CH:32]=3)[N:22]=2)[CH:3]=1.C1C=CC(P(C2C=CC=CC=2)C2C=CC=CC=2)=CC=1.[Br:53]Br.CCN(C(C)C)C(C)C, predict the reaction product. The product is: [CH2:14]([CH:11]([C:8]1[N:7]2[C:2]([F:1])=[CH:3][C:4]([C:21]3[CH:26]=[CH:25][N:24]=[C:23]([NH:27][C:28]4[N:29]([CH3:33])[N:30]=[CH:31][CH:32]=4)[N:22]=3)=[CH:5][C:6]2=[N:10][N:9]=1)[CH2:12][Br:53])[C:15]1[CH:20]=[CH:19][CH:18]=[CH:17][CH:16]=1. (3) Given the reactants CS([O:5][C@@H:6]1[CH2:10][CH2:9][N:8]([C:11]2[N:16]=[CH:15][C:14]([N:17]3[CH:22]=[CH:21][C:20]([O:23][CH2:24][C:25]4[CH:30]=[CH:29][C:28]([Cl:31])=[CH:27][CH:26]=4)=[CH:19][C:18]3=[O:32])=[CH:13][CH:12]=2)[CH2:7]1)(=O)=O.[C:33]([O-])(=[O:35])[CH3:34].[K+].C1COCC1, predict the reaction product. The product is: [C:33]([O:5][C@H:6]1[CH2:10][CH2:9][N:8]([C:11]2[N:16]=[CH:15][C:14]([N:17]3[CH:22]=[CH:21][C:20]([O:23][CH2:24][C:25]4[CH:30]=[CH:29][C:28]([Cl:31])=[CH:27][CH:26]=4)=[CH:19][C:18]3=[O:32])=[CH:13][CH:12]=2)[CH2:7]1)(=[O:35])[CH3:34]. (4) Given the reactants C[O:2][C:3](=[O:28])[CH2:4][CH2:5][CH2:6][S:7][C:8]1[N:9]=[C:10]2[CH:15]=[CH:14][CH:13]=[CH:12][N:11]2[C:16]=1[CH2:17][C:18]1[C:19]2[CH:26]=[C:25]([Cl:27])[CH:24]=[CH:23][C:20]=2[S:21][CH:22]=1.O.[OH-].[Li+], predict the reaction product. The product is: [Cl:27][C:25]1[CH:24]=[CH:23][C:20]2[S:21][CH:22]=[C:18]([CH2:17][C:16]3[N:11]4[CH:12]=[CH:13][CH:14]=[CH:15][C:10]4=[N:9][C:8]=3[S:7][CH2:6][CH2:5][CH2:4][C:3]([OH:28])=[O:2])[C:19]=2[CH:26]=1. (5) Given the reactants [Cl:1][C:2]1[CH:3]=[C:4]([NH:9][C:10]2[CH:11]=[CH:12][C:13]3[NH:18][C:17](=[O:19])[O:16][C:15]([CH2:25][CH3:26])([C:20]4[S:21][CH:22]=[CH:23][CH:24]=4)[C:14]=3[CH:27]=2)[CH:5]=[CH:6][C:7]=1[F:8].[CH3:28]C(C)([O-])C.[K+].CI, predict the reaction product. The product is: [Cl:1][C:2]1[CH:3]=[C:4]([NH:9][C:10]2[CH:11]=[CH:12][C:13]3[N:18]([CH3:28])[C:17](=[O:19])[O:16][C:15]([CH2:25][CH3:26])([C:20]4[S:21][CH:22]=[CH:23][CH:24]=4)[C:14]=3[CH:27]=2)[CH:5]=[CH:6][C:7]=1[F:8]. (6) Given the reactants [CH3:1][O:2][C:3]1[CH:4]=[C:5]2[C:10](=[CH:11][CH:12]=1)[C:9](=[O:13])[N:8]([C:14]1[CH:21]=[CH:20][C:17]([CH:18]=[O:19])=[CH:16][CH:15]=1)[CH:7]=[CH:6]2.[Br:22]N1C(=O)CCC1=O, predict the reaction product. The product is: [Br:22][C:6]1[C:5]2[C:10](=[CH:11][CH:12]=[C:3]([O:2][CH3:1])[CH:4]=2)[C:9](=[O:13])[N:8]([C:14]2[CH:21]=[CH:20][C:17]([CH:18]=[O:19])=[CH:16][CH:15]=2)[CH:7]=1. (7) Given the reactants [NH:1]1[C:9]2[CH:8]=[CH:7][CH:6]=[C:5](B(O)O)[C:4]=2[CH:3]=[CH:2]1.[C:13]1([CH3:23])[CH:18]=[CH:17][C:16]([S:19]([OH:22])(=[O:21])=[O:20])=[CH:15][CH:14]=1.C1(C)C=CC(S(O)(=O)=O)=CC=1.N1C=C([C:40]2[S:44][C:43]([O:45][C@@H:46]3[CH:53]4[CH2:54][N:49]5[CH2:50][CH:51]([CH2:55][CH:47]3[CH2:48]5)[CH2:52]4)=[N:42]C=2)C=N1.[NH3:56], predict the reaction product. The product is: [C:13]1([CH3:23])[CH:14]=[CH:15][C:16]([S:19]([OH:22])(=[O:20])=[O:21])=[CH:17][CH:18]=1.[NH:1]1[C:9]2[C:4](=[C:5]([C:40]3[S:44][C:43]([O:45][C@@H:46]4[CH:53]5[CH2:54][N:49]6[CH2:50][CH:51]([CH2:55][CH:47]4[CH2:48]6)[CH2:52]5)=[N:42][N:56]=3)[CH:6]=[CH:7][CH:8]=2)[CH:3]=[CH:2]1. (8) Given the reactants [Cl:1][C:2]1[CH:7]=[CH:6][C:5]([F:8])=[CH:4][C:3]=1[C:9]1([CH2:13][CH:14]([C:17]([F:20])([F:19])[F:18])[CH:15]=O)[CH2:12][CH2:11][CH2:10]1.[NH2:21][C:22]1[CH:31]=[CH:30][CH:29]=[C:28]2[C:23]=1[CH:24]=[CH:25][C:26]([CH3:32])=[N:27]2.[BH4-].[Na+].CCCCCC.C(OCC)(=[O:43])C, predict the reaction product. The product is: [Cl:1][C:2]1[CH:7]=[CH:6][C:5]([F:8])=[CH:4][C:3]=1[C:9]1([CH2:13][C:14]([C:17]([F:20])([F:19])[F:18])([OH:43])[CH2:15][NH:21][C:22]2[CH:31]=[CH:30][CH:29]=[C:28]3[C:23]=2[CH:24]=[CH:25][C:26]([CH3:32])=[N:27]3)[CH2:12][CH2:11][CH2:10]1. (9) Given the reactants [CH2:1]([NH:8][C:9]1[CH:14]=[CH:13][N:12]([CH2:15][C:16]2[CH:21]=[CH:20][CH:19]=[C:18]([F:22])[CH:17]=2)[C:11](=[O:23])[CH:10]=1)[C:2]1[CH:7]=[CH:6][CH:5]=[CH:4][CH:3]=1.[Br:24]N1C(=O)CCC1=O, predict the reaction product. The product is: [CH2:1]([NH:8][C:9]1[CH:14]=[CH:13][N:12]([CH2:15][C:16]2[CH:21]=[CH:20][CH:19]=[C:18]([F:22])[CH:17]=2)[C:11](=[O:23])[C:10]=1[Br:24])[C:2]1[CH:7]=[CH:6][CH:5]=[CH:4][CH:3]=1. (10) Given the reactants [ClH:1].CCOCC.[CH3:7][O:8][C:9]1[CH:14]=[CH:13][C:12]([C:15]2[CH:20]=[CH:19][N:18]([C:21]3[CH:22]=[CH:23][C:24]4[C:25]5[CH2:34][NH:33][CH2:32][CH2:31][C:26]=5[N:27]([CH3:30])[C:28]=4[CH:29]=3)[C:17](=[O:35])[CH:16]=2)=[CH:11][CH:10]=1, predict the reaction product. The product is: [ClH:1].[CH3:7][O:8][C:9]1[CH:14]=[CH:13][C:12]([C:15]2[CH:20]=[CH:19][N:18]([C:21]3[CH:22]=[CH:23][C:24]4[C:25]5[CH2:34][NH:33][CH2:32][CH2:31][C:26]=5[N:27]([CH3:30])[C:28]=4[CH:29]=3)[C:17](=[O:35])[CH:16]=2)=[CH:11][CH:10]=1.